This data is from Reaction yield outcomes from USPTO patents with 853,638 reactions. The task is: Predict the reaction yield, written as a fraction of the theoretical maximum amount of product (1.0 means a 100% yield; for example, 0.34 means a 34% yield). (1) The reactants are C([CH:8]([CH:10]1[CH2:14][C:13]2[CH:15]=[CH:16][CH:17]=[C:18]([C:19]3[CH:24]=[CH:23][CH:22]=[CH:21][CH:20]=3)[C:12]=2[O:11]1)[NH2:9])C1C=CC=CC=1.C(N(C(C)C)CC)(C)C.Cl[C:35]([O:37][CH2:38][C:39]1[CH:44]=[CH:43][CH:42]=[CH:41][CH:40]=1)=[O:36].C(OC(=O)NCC1CC2C=CC=C(C3CCCC3)C=2O1)C1C=CC=CC=1. No catalyst specified. The product is [CH2:38]([O:37][C:35](=[O:36])[NH:9][CH2:8][CH:10]1[CH2:14][C:13]2[CH:15]=[CH:16][CH:17]=[C:18]([C:19]3[CH:24]=[CH:23][CH:22]=[CH:21][CH:20]=3)[C:12]=2[O:11]1)[C:39]1[CH:44]=[CH:43][CH:42]=[CH:41][CH:40]=1. The yield is 0.790. (2) The reactants are [NH2:1][C:2]1[N:3]([CH3:24])[C:4](=[O:23])[C:5]2([C:15]3[C:10](=[CH:11][CH:12]=[C:13](Br)[CH:14]=3)[O:9][CH:8]([C:17]3[CH:22]=[CH:21][CH:20]=[CH:19][CH:18]=3)[CH2:7]2)[N:6]=1.[C:25]([CH2:27][CH2:28][NH:29][C:30]([C:32]1[CH:33]=[C:34](B(O)O)[CH:35]=[CH:36][CH:37]=1)=[O:31])#[N:26]. The catalyst is O1CCOCC1.C([O-])([O-])=O.[Cs+].[Cs+].Cl[Pd](Cl)([P](C1C=CC=CC=1)(C1C=CC=CC=1)C1C=CC=CC=1)[P](C1C=CC=CC=1)(C1C=CC=CC=1)C1C=CC=CC=1. The product is [NH2:1][C:2]1[N:3]([CH3:24])[C:4](=[O:23])[C:5]2([C:15]3[C:10](=[CH:11][CH:12]=[C:13]([C:36]4[CH:37]=[C:32]([CH:33]=[CH:34][CH:35]=4)[C:30]([NH:29][CH2:28][CH2:27][C:25]#[N:26])=[O:31])[CH:14]=3)[O:9][CH:8]([C:17]3[CH:22]=[CH:21][CH:20]=[CH:19][CH:18]=3)[CH2:7]2)[N:6]=1. The yield is 0.0800.